This data is from Reaction yield outcomes from USPTO patents with 853,638 reactions. The task is: Predict the reaction yield, written as a fraction of the theoretical maximum amount of product (1.0 means a 100% yield; for example, 0.34 means a 34% yield). (1) The reactants are [Cl:1][C:2]1[NH:3][C:4]2[CH:10]=[C:9]([OH:11])[CH:8]=[CH:7][C:5]=2[N:6]=1.[H-].[Na+].Cl[C:15]1[C:24]2[C:19](=[CH:20][C:21]([O:27][CH2:28][CH:29]3[CH2:34][CH2:33][N:32]([CH3:35])[CH2:31][CH2:30]3)=[C:22]([O:25][CH3:26])[CH:23]=2)[N:18]=[CH:17][N:16]=1.[Cl-].[NH4+]. The catalyst is CN(C=O)C.ClCCl.CO.C(OCC)(=O)C. The product is [Cl:1][C:2]1[NH:3][C:4]2[CH:10]=[C:9]([O:11][C:15]3[C:24]4[C:19](=[CH:20][C:21]([O:27][CH2:28][CH:29]5[CH2:34][CH2:33][N:32]([CH3:35])[CH2:31][CH2:30]5)=[C:22]([O:25][CH3:26])[CH:23]=4)[N:18]=[CH:17][N:16]=3)[CH:8]=[CH:7][C:5]=2[N:6]=1. The yield is 0.160. (2) The reactants are Br[C:2]1[CH:3]=[C:4]2[CH:10]=[CH:9][NH:8][C:5]2=[N:6][CH:7]=1.O.C(OCC)(=O)C.[CH3:18][N:19]1CCCC1=O. The catalyst is [C-]#N.[Zn+2].[C-]#N.C1C=CC([P]([Pd]([P](C2C=CC=CC=2)(C2C=CC=CC=2)C2C=CC=CC=2)([P](C2C=CC=CC=2)(C2C=CC=CC=2)C2C=CC=CC=2)[P](C2C=CC=CC=2)(C2C=CC=CC=2)C2C=CC=CC=2)(C2C=CC=CC=2)C2C=CC=CC=2)=CC=1. The yield is 0.730. The product is [NH:8]1[C:5]2=[N:6][CH:7]=[C:2]([C:18]#[N:19])[CH:3]=[C:4]2[CH:10]=[CH:9]1. (3) The reactants are [CH3:1][O:2][C:3](=[O:17])[CH2:4][CH2:5][CH2:6][CH2:7][CH2:8][O:9][C:10]1[CH:15]=[CH:14][C:13]([NH2:16])=[CH:12][CH:11]=1.C(N(CC)CC)C.Cl[C:26](Cl)([O:28]C(=O)OC(Cl)(Cl)Cl)Cl. The catalyst is C1(C)C=CC=CC=1. The product is [CH3:1][O:2][C:3](=[O:17])[CH2:4][CH2:5][CH2:6][CH2:7][CH2:8][O:9][C:10]1[CH:15]=[CH:14][C:13]([N:16]=[C:26]=[O:28])=[CH:12][CH:11]=1. The yield is 0.347.